Dataset: Peptide-MHC class II binding affinity with 134,281 pairs from IEDB. Task: Regression. Given a peptide amino acid sequence and an MHC pseudo amino acid sequence, predict their binding affinity value. This is MHC class II binding data. (1) The peptide sequence is GELQIVDKIDAAFKG. The MHC is DRB1_1501 with pseudo-sequence DRB1_1501. The binding affinity (normalized) is 0.336. (2) The peptide sequence is NGNATPQLTKNAGVL. The MHC is HLA-DQA10301-DQB10302 with pseudo-sequence HLA-DQA10301-DQB10302. The binding affinity (normalized) is 0.168. (3) The peptide sequence is DVKFPGCGQIVGGVY. The MHC is HLA-DQA10501-DQB10301 with pseudo-sequence HLA-DQA10501-DQB10301. The binding affinity (normalized) is 0.666. (4) The peptide sequence is TFHVEKGSNPNYLAL. The MHC is HLA-DQA10501-DQB10301 with pseudo-sequence HLA-DQA10501-DQB10301. The binding affinity (normalized) is 0.514.